This data is from Peptide-MHC class II binding affinity with 134,281 pairs from IEDB. The task is: Regression. Given a peptide amino acid sequence and an MHC pseudo amino acid sequence, predict their binding affinity value. This is MHC class II binding data. The peptide sequence is NGNELLLDLSLTKVN. The MHC is DRB1_0802 with pseudo-sequence DRB1_0802. The binding affinity (normalized) is 0.441.